This data is from NCI-60 drug combinations with 297,098 pairs across 59 cell lines. The task is: Regression. Given two drug SMILES strings and cell line genomic features, predict the synergy score measuring deviation from expected non-interaction effect. Drug 1: CC=C1C(=O)NC(C(=O)OC2CC(=O)NC(C(=O)NC(CSSCCC=C2)C(=O)N1)C(C)C)C(C)C. Drug 2: CC1C(C(CC(O1)OC2CC(CC3=C2C(=C4C(=C3O)C(=O)C5=CC=CC=C5C4=O)O)(C(=O)C)O)N)O. Cell line: OVCAR-8. Synergy scores: CSS=48.2, Synergy_ZIP=-4.86, Synergy_Bliss=-7.35, Synergy_Loewe=-3.55, Synergy_HSA=-1.25.